This data is from Forward reaction prediction with 1.9M reactions from USPTO patents (1976-2016). The task is: Predict the product of the given reaction. (1) Given the reactants C[N:2](C)/[CH:3]=[CH:4]/[C:5]([C:7]1[C:12](=[O:13])[CH:11]=[CH:10][N:9]([C:14]2[CH:19]=[CH:18][CH:17]=[C:16]([S:20]([CH3:23])(=[O:22])=[O:21])[CH:15]=2)[N:8]=1)=O.[F:25][C:26]1[CH:27]=[C:28]([NH:33]N)[CH:29]=[CH:30][C:31]=1[CH3:32], predict the reaction product. The product is: [F:25][C:26]1[CH:27]=[C:28]([N:33]2[C:5]([C:7]3[C:12](=[O:13])[CH:11]=[CH:10][N:9]([C:14]4[CH:19]=[CH:18][CH:17]=[C:16]([S:20]([CH3:23])(=[O:22])=[O:21])[CH:15]=4)[N:8]=3)=[CH:4][CH:3]=[N:2]2)[CH:29]=[CH:30][C:31]=1[CH3:32]. (2) Given the reactants [CH2:1]([C:3]1[CH:4]=[C:5]2[C:9](=[CH:10][C:11]=1[CH2:12][CH3:13])[CH2:8][CH:7]([NH:14][CH2:15][C@@H:16]([C:18]1[CH:27]=[CH:26][C:25]([OH:28])=[C:24]3[C:19]=1[CH:20]=[CH:21][C:22](=[O:29])[NH:23]3)[OH:17])[CH2:6]2)[CH3:2].[C:30]([OH:36])(=[O:35])[CH2:31][C:32]([OH:34])=[O:33], predict the reaction product. The product is: [C:30]([OH:36])(=[O:35])[CH2:31][C:32]([OH:34])=[O:33].[CH2:12]([C:11]1[CH:10]=[C:9]2[C:5](=[CH:4][C:3]=1[CH2:1][CH3:2])[CH2:6][CH:7]([NH:14][CH2:15][C@@H:16]([C:18]1[CH:27]=[CH:26][C:25]([OH:28])=[C:24]3[C:19]=1[CH:20]=[CH:21][C:22](=[O:29])[NH:23]3)[OH:17])[CH2:8]2)[CH3:13]. (3) Given the reactants [F:1][C:2]([F:19])([F:18])[S:3]([NH:6][S:7]([C:10]1[CH:15]=[C:14]([Br:16])[CH:13]=[CH:12][C:11]=1Br)(=[O:9])=[O:8])(=[O:5])=[O:4].[Na].CN(C=O)C.[Na][Na], predict the reaction product. The product is: [F:1][C:2]([F:19])([F:18])[S:3]([NH:6][S:7]([C:10]1[C:11]([C:11]2[C:10]([S:7]([NH:6][S:3]([C:2]([F:1])([F:18])[F:19])(=[O:4])=[O:5])(=[O:9])=[O:8])=[CH:15][C:14]([Br:16])=[CH:13][CH:12]=2)=[CH:12][CH:13]=[C:14]([Br:16])[CH:15]=1)(=[O:9])=[O:8])(=[O:5])=[O:4].